From a dataset of Experimentally validated miRNA-target interactions with 360,000+ pairs, plus equal number of negative samples. Binary Classification. Given a miRNA mature sequence and a target amino acid sequence, predict their likelihood of interaction. (1) The miRNA is hsa-miR-4789-5p with sequence GUAUACACCUGAUAUGUGUAUG. The protein sequence of the target gene is MFKRHKSLASERKRALLSQRATRFILKDDMRNFHFLSKLVLSAGPLRPTPAVKHSKTTHFEIEIFDAQTRKQICILDKVTQSSTIHDVKQKFHKACPKWYPSRVGLQLECGGPFLKDYITIQSIAASSIVTLYATDLGQQVSWTTVFLAEYTGPLLIYLLFYLRIPCIYDGKESARRLRHPVVHLACFCHCIHYIRYLLETLFVHKVSAGHTPLKNLIMSCAFYWGFTSWIAYYINHPLYTPPSFGNRQITVSAINFLICEAGNHFINVMLSHPNHTGNNACFPSPNYNPFTWMFFLVSC.... Result: 1 (interaction). (2) Result: 0 (no interaction). The protein sequence of the target gene is MPLLPAALTSSMLYFQMVIMAGTVMLAYYFEYTDTFTVNVQGFFCHDSAYRKPYPGPEDSSAVPPVLLYSLAAGVPVLVIIVGETAVFCLQLATRDFENQEKTILTGDCCYINPLVRRTVRFLGIYTFGLFATDIFVNAGQVVTGNLAPHFLALCKPNYTALGCQQYTQFISGEEACTGNPDLIMRARKTFPSKEAALSVYAAMYLTMYITNTIKAKGTRLAKPVLCLGLMCLAFLTGLNRVAEYRNHWSDVIAGFLVGISIAVFLVVCVVNNFKGRQAENEHIHMDNLAQMPMISIPRV.... The miRNA is hsa-miR-644a with sequence AGUGUGGCUUUCUUAGAGC. (3) The miRNA is hsa-miR-33a-3p with sequence CAAUGUUUCCACAGUGCAUCAC. The protein sequence of the target gene is MAGMDSGNLKTARLWRDAALRARKLRSNLRQLTLTAAGACPGAGADALESPASPQLVLPANLGDIEALNLGNNGLEEVPEGLGSALGSLRVLVLRRNRFARLPPAVAELGHHLTELDVSHNRLTALGAEVVSALRELRKLNLSHNQLPALPAQLGALAHLEELDVSFNRLAHLPDSLSCLSRLRTLDVDHNQLTAFPRQLLQLVALEELDVSSNRLRGLPEDISALRALKILWLSGAELGTLPAGFCELASLESLMLDNNGLQALPAQFSCLQRLKMLNLSSNLFEEFPAALLPLAGLEE.... Result: 0 (no interaction). (4) The miRNA is hsa-miR-6507-3p with sequence CAAAGUCCUUCCUAUUUUUCCC. The protein sequence of the target gene is MTSPEGAQNKEIDCLSPEAQRLAEARLAAKRAARAEAREIRMKELERQQKEVEERPDKDFAEKGSRNMPSLSAATLASLGGTSSRRGSGDTSISMDTEASIREIKDSLAEVEEKYKKAMVSNAQLDNEKTNFMYQVDTLKDMLLELEEQLAESQRQYEEKNKEFEREKHAHSILQFQFAEVKEALRQREEMLEKHGIILNSEIATNGETSDTVNDVGYQAPTKITKEELNALKAAGEGTLGKAKEVEVKKEIVEKVGQRETLQDSEQEQPKLNTGKDCVDRGVLHPGEKAENQRPVEDSA.... Result: 0 (no interaction). (5) The miRNA is hsa-miR-3689b-5p with sequence UGUGAUAUCAUGGUUCCUGGGA. The protein sequence of the target gene is MESNWTVHVFSRTLCHMLLWTAVLNLAAGTHDLPKAVVKLEPPWIQVLKEDTVTLTCEGTHNPGNSSTQWFHNGRSIRSQVQASYTFKATVNDSGEYRCQMEQTRLSDPVDLGVISDWLLLQTPQLVFLEGETITLRCHSWRNKLLNRISFFHNEKSVRYHHYSSNFSIPKANHSHSGDYYCKGSLGRTLHQSKPVTITVQGPKSSRSLPVLTIVAAVTGIAVAAIVIILVSLVYLKKKQVPALPGNPDHREMGETLPEEVGEYRQPSGGSVPVSPGPPSGLEPTSSSPYNPPDLEEAAK.... Result: 0 (no interaction). (6) The miRNA is hsa-miR-6794-3p with sequence CUCACUCUCAGUCCCUCCCU. The protein sequence of the target gene is MNTEMYQTPMEVAVYQLHNFSISFFSSLLGGDVVSVKLDNSASGASVVAIDNKIEQAMDLVKNHLMYAVREEVEILKEQIRELVEKNSQLERENTLLKTLASPEQLEKFQSCLSPEEPAPESPQVPEAPGGSAV. Result: 1 (interaction).